From a dataset of Reaction yield outcomes from USPTO patents with 853,638 reactions. Predict the reaction yield, written as a fraction of the theoretical maximum amount of product (1.0 means a 100% yield; for example, 0.34 means a 34% yield). (1) The reactants are [Cl-].[Na+].[Cl-].[Al+3].[Cl-].[Cl-].[Br:7][C:8]1[CH:13]=[CH:12][C:11]([C:14](=[O:19])[CH2:15][CH2:16][CH2:17]Cl)=[CH:10][CH:9]=1.Cl. No catalyst specified. The product is [Br:7][C:8]1[CH:13]=[C:12]2[C:11](=[CH:10][CH:9]=1)[C:14](=[O:19])[CH2:15][CH:16]2[CH3:17]. The yield is 0.890. (2) The reactants are CSC.B.[N+:5]([CH2:8][C:9]1([CH2:15][C:16]#[N:17])[CH2:14][CH2:13][CH2:12][CH2:11][CH2:10]1)([O-:7])=[O:6].CO.Cl. The catalyst is C1(C)C=CC=CC=1.O1CCOCC1. The product is [N+:5]([CH2:8][C:9]1([CH2:15][CH2:16][NH2:17])[CH2:14][CH2:13][CH2:12][CH2:11][CH2:10]1)([O-:7])=[O:6]. The yield is 0.470. (3) The reactants are [NH2:1][OH:2].Cl.C([O-])([O-])=O.[K+].[K+].[C:10](O[C:10]([O:12][C:13]([CH3:16])([CH3:15])[CH3:14])=[O:11])([O:12][C:13]([CH3:16])([CH3:15])[CH3:14])=[O:11]. The catalyst is C(OCC)C.O. The product is [OH:2][NH:1][C:10](=[O:11])[O:12][C:13]([CH3:16])([CH3:15])[CH3:14]. The yield is 0.520. (4) The reactants are [CH3:1][O:2][C:3]1[CH:9]=[CH:8][C:6]([NH2:7])=[C:5]([N+:10]([O-])=O)[CH:4]=1.Cl.[N:14]([O-])=O.[Na+].[OH-].[Na+].[OH:20][C:21]1[C:26](CO)=[CH:25][C:24]([O:29][CH3:30])=[CH:23][C:22]=1[CH2:31][OH:32].C1(O)C=CC=CC=1. The catalyst is O.S(=O)(=O)(O)N.C(O)C. The product is [OH:32][CH2:31][C:22]1[CH:23]=[C:24]([O:29][CH3:30])[CH:25]=[C:26]([N:14]2[N:7]=[C:6]3[CH:8]=[CH:9][C:3]([O:2][CH3:1])=[CH:4][C:5]3=[N:10]2)[C:21]=1[OH:20]. The yield is 0.680. (5) The reactants are Cl[C:2]1[N:7]=[C:6]([O:8][CH3:9])[N:5]=[C:4]([C:10]2[CH:22]=[CH:21][C:13]3[N:14]=[C:15]([NH:17][C:18](=[O:20])[CH3:19])[S:16][C:12]=3[CH:11]=2)[CH:3]=1.[Cl:23][C:24]1[CH:29]=[C:28]([Cl:30])[CH:27]=[CH:26][C:25]=1[CH2:31][CH2:32][NH2:33].C([O-])([O-])=O.[K+].[K+].O. The catalyst is CN1CCCC1=O. The product is [Cl:23][C:24]1[CH:29]=[C:28]([Cl:30])[CH:27]=[CH:26][C:25]=1[CH2:31][CH2:32][NH:33][C:2]1[N:7]=[C:6]([O:8][CH3:9])[N:5]=[C:4]([C:10]2[CH:22]=[CH:21][C:13]3[N:14]=[C:15]([NH:17][C:18](=[O:20])[CH3:19])[S:16][C:12]=3[CH:11]=2)[CH:3]=1. The yield is 0.130. (6) The reactants are Br[C:2]1[CH:12]=[CH:11][C:5]([C:6]([N:8]([CH3:10])[CH3:9])=[O:7])=[CH:4][C:3]=1[CH3:13].[CH:14]([B-](F)(F)F)=[CH2:15].[K+].C1C=CC(P(C2C=CC=CC=2)C2C=CC=CC=2)=CC=1.C([O-])([O-])=O.[Cs+].[Cs+].N#N. The yield is 0.900. The product is [CH3:13][C:3]1[CH:4]=[C:5]([CH:11]=[CH:12][C:2]=1[CH:14]=[CH2:15])[C:6]([N:8]([CH3:10])[CH3:9])=[O:7]. The catalyst is C1COCC1.Cl[Pd]Cl.O.